This data is from Full USPTO retrosynthesis dataset with 1.9M reactions from patents (1976-2016). The task is: Predict the reactants needed to synthesize the given product. Given the product [C:41]([OH:48])(=[O:47])/[CH:42]=[CH:43]\[C:44]([OH:46])=[O:45].[CH2:1]([O:3][C:4]([C:6]1([N:19]([C:24]2[CH:29]=[CH:28][CH:27]=[C:26]([O:30][CH3:31])[CH:25]=2)[C:20](=[O:23])[CH2:21][CH3:22])[CH2:7][CH2:8][N:9]([CH2:12][C:13]2[CH:18]=[CH:17][CH:16]=[CH:15][CH:14]=2)[CH2:10][CH2:11]1)=[O:5])[CH3:2], predict the reactants needed to synthesize it. The reactants are: [CH2:1]([O:3][C:4]([C:6]1([N:19]([C:24]2[CH:29]=[CH:28][CH:27]=[C:26]([O:30][CH3:31])[CH:25]=2)[C:20](=[O:23])[CH2:21][CH3:22])[CH2:11][CH2:10][N:9]([CH2:12][C:13]2[CH:18]=[CH:17][CH:16]=[CH:15][CH:14]=2)[CH2:8][CH2:7]1)=[O:5])[CH3:2].COC1C=C(C=CC=1)N.[C:41]([OH:48])(=[O:47])/[CH:42]=[CH:43]\[C:44]([OH:46])=[O:45].